From a dataset of Forward reaction prediction with 1.9M reactions from USPTO patents (1976-2016). Predict the product of the given reaction. (1) The product is: [Cl:37][C:36]1[CH:35]=[CH:34][CH:33]=[C:32]([Cl:38])[C:31]=1[NH:30][C:29]([N:25]1[CH2:24][C:9]2[C:8](=[N:7][NH:6][C:10]=2[NH:11][C:12](=[O:23])[C:13]2[CH:18]=[CH:17][C:16]([N:44]3[CH2:45][CH2:46][N:41]([CH3:40])[CH2:42][CH2:43]3)=[C:15]([NH2:20])[CH:14]=2)[C:26]1([CH3:27])[CH3:28])=[O:39]. Given the reactants C(OC([N:6]1[C:10]([NH:11][C:12](=[O:23])[C:13]2[CH:18]=[CH:17][C:16](F)=[C:15]([N+:20]([O-])=O)[CH:14]=2)=[C:9]2[CH2:24][N:25]([C:29](=[O:39])[NH:30][C:31]3[C:36]([Cl:37])=[CH:35][CH:34]=[CH:33][C:32]=3[Cl:38])[C:26]([CH3:28])([CH3:27])[C:8]2=[N:7]1)=O)C.[CH3:40][N:41]1[CH2:46][CH2:45][NH:44][CH2:43][CH2:42]1, predict the reaction product. (2) Given the reactants FC1C=CC(N2[C:16]3[C:11](=[CH:12][C:13]([CH:17]([C:25]4[CH:30]=[CH:29][CH:28]=[CH:27][CH:26]=4)[CH:18]([CH2:22][CH2:23][CH3:24])[C:19]([OH:21])=O)=[CH:14][CH:15]=3)C=N2)=CC=1.[F:31][C:32]1[CH:37]=[CH:36][C:35]([N:38]2C3C(=CC(C(C4C=CC=CC=4)C(C)(C)CN)=CC=3)[CH:40]=[N:39]2)=[CH:34][CH:33]=1.FC1C=CC([N:66]2C3C(=CC(C(C4C=CC=CC=4)C(CCC)C(F)=O)=CC=3)C=N2)=CC=1.N, predict the reaction product. The product is: [F:31][C:32]1[CH:33]=[CH:34][C:35]([N:38]2[C:16]3[C:11](=[CH:12][C:13]([CH:17]([C:25]4[CH:30]=[CH:29][CH:28]=[CH:27][CH:26]=4)[CH:18]([CH2:22][CH2:23][CH3:24])[C:19]([NH2:66])=[O:21])=[CH:14][CH:15]=3)[CH:40]=[N:39]2)=[CH:36][CH:37]=1. (3) Given the reactants [NH2:1][C:2]([NH2:4])=[S:3].Br[CH2:6][C:7](=O)[C:8]([O:10][CH2:11][CH3:12])=[O:9], predict the reaction product. The product is: [NH2:1][C:2]1[S:3][CH:6]=[C:7]([C:8]([O:10][CH2:11][CH3:12])=[O:9])[N:4]=1. (4) Given the reactants [CH3:1][O:2][C:3]1[CH:8]=[CH:7][C:6]([C:9]2[CH:14]=[CH:13][C:12](C(O)=O)=[CH:11][CH:10]=2)=[CH:5][CH:4]=1.C([N:20]([CH2:23]C)CC)C.C1(P(N=[N+]=[N-])(C2C=CC=CC=2)=[O:32])C=CC=CC=1.[C:42]([OH:46])([CH3:45])([CH3:44])[CH3:43], predict the reaction product. The product is: [CH3:1][O:2][C:3]1[CH:4]=[CH:5][C:6]([C:9]2[CH:10]=[CH:11][C:12]([NH:20][C:23]([O:46][C:42]([CH3:45])([CH3:44])[CH3:43])=[O:32])=[CH:13][CH:14]=2)=[CH:7][CH:8]=1.